Predict the product of the given reaction. From a dataset of Forward reaction prediction with 1.9M reactions from USPTO patents (1976-2016). (1) Given the reactants [Br:1][C:2]1[CH:26]=[CH:25][C:5]([CH2:6][CH2:7][N:8]2[C:12]([C:13]3[CH:18]=[CH:17][C:16]([O:19][CH3:20])=[CH:15][CH:14]=3)=[CH:11][C:10]([C:21]([OH:23])=O)=[C:9]2[CH3:24])=[CH:4][CH:3]=1.[CH2:27]([NH2:37])[CH2:28][CH2:29][CH2:30][CH2:31][CH2:32][CH2:33][CH2:34][CH2:35][CH3:36].P(C#N)(OCC)(OCC)=O.C(N(CC)CC)C, predict the reaction product. The product is: [Br:1][C:2]1[CH:3]=[CH:4][C:5]([CH2:6][CH2:7][N:8]2[C:12]([C:13]3[CH:14]=[CH:15][C:16]([O:19][CH3:20])=[CH:17][CH:18]=3)=[CH:11][C:10]([C:21]([NH:37][CH2:27][CH2:28][CH2:29][CH2:30][CH2:31][CH2:32][CH2:33][CH2:34][CH2:35][CH3:36])=[O:23])=[C:9]2[CH3:24])=[CH:25][CH:26]=1. (2) Given the reactants C([SnH](CCCC)CCCC)CCC.Br[CH2:15][CH2:16][CH2:17][CH2:18][CH2:19][CH2:20][CH2:21][CH2:22][CH2:23][CH2:24][CH2:25][CH2:26][OH:27].[C:28]([O:52][CH:53]1[CH2:58][C:57]([CH3:60])([CH3:59])[N:56]([OH:61])[C:55]([CH3:63])([CH3:62])[CH2:54]1)(=[O:51])[CH2:29][CH2:30][CH2:31][CH2:32][CH2:33][CH2:34][CH2:35][CH2:36][C:37]([O:39][CH:40]1[CH2:45][C:44]([CH3:47])([CH3:46])[N:43]([OH:48])[C:42]([CH3:50])([CH3:49])[CH2:41]1)=[O:38].[CH3:64][CH2:65][CH2:66][CH2:67][CH2:68][CH2:69][CH3:70].[CH3:71][CH2:72][CH2:73][CH2:74][CH2:75]CC.C(OCC)(=[O:80])C, predict the reaction product. The product is: [C:28]([O:52][CH:53]1[CH2:54][C:55]([CH3:63])([CH3:62])[N:56]([O:61][CH2:64][CH2:65][CH2:66][CH2:67][CH2:68][CH2:69][CH2:70][CH2:71][CH2:72][CH2:73][CH2:74][CH2:75][OH:80])[C:57]([CH3:60])([CH3:59])[CH2:58]1)(=[O:51])[CH2:29][CH2:30][CH2:31][CH2:32][CH2:33][CH2:34][CH2:35][CH2:36][C:37]([O:39][CH:40]1[CH2:41][C:42]([CH3:49])([CH3:50])[N:43]([O:48][CH2:15][CH2:16][CH2:17][CH2:18][CH2:19][CH2:20][CH2:21][CH2:22][CH2:23][CH2:24][CH2:25][CH2:26][OH:27])[C:44]([CH3:46])([CH3:47])[CH2:45]1)=[O:38]. (3) Given the reactants F[C:2](F)(F)[C:3]([NH:5][C:6]1[CH:11]=[C:10]([O:12][CH3:13])[CH:9]=[CH:8][C:7]=1I)=O.C([C:19]1[CH:20]=[N:21][CH:22]=[CH:23][CH:24]=1)#C.C(N(CC)CC)C.C(=O)([O-])[O-].[K+].[K+], predict the reaction product. The product is: [CH3:13][O:12][C:10]1[CH:11]=[C:6]2[C:7]([CH:2]=[C:3]([C:19]3[CH:20]=[N:21][CH:22]=[CH:23][CH:24]=3)[NH:5]2)=[CH:8][CH:9]=1. (4) Given the reactants I[C:2]1[CH:3]=[N:4][N:5]2[CH2:10][CH2:9][N:8]([C:11]([NH:13][C:14]3[CH:19]=[CH:18][CH:17]=[CH:16][CH:15]=3)=[O:12])[CH2:7][C:6]=12.[F:20][C:21]1[CH:26]=[CH:25][C:24](B(O)O)=[CH:23][CH:22]=1.C([O-])([O-])=O.[Cs+].[Cs+], predict the reaction product. The product is: [F:20][C:21]1[CH:26]=[CH:25][C:24]([C:2]2[CH:3]=[N:4][N:5]3[CH2:10][CH2:9][N:8]([C:11]([NH:13][C:14]4[CH:19]=[CH:18][CH:17]=[CH:16][CH:15]=4)=[O:12])[CH2:7][C:6]=23)=[CH:23][CH:22]=1.